From a dataset of Reaction yield outcomes from USPTO patents with 853,638 reactions. Predict the reaction yield, written as a fraction of the theoretical maximum amount of product (1.0 means a 100% yield; for example, 0.34 means a 34% yield). (1) The reactants are Cl[C:2](OC(Cl)(Cl)Cl)=[O:3].[Cl:9][C:10]1[CH:15]=[C:14]([C:16]([F:19])([F:18])[F:17])[CH:13]=[C:12]([F:20])[C:11]=1[O:21][C:22]1[CH:26]=[C:25]([CH3:27])[NH:24][N:23]=1.[CH2:28]([NH2:34])[CH:29]1[O:33][CH2:32][CH2:31][CH2:30]1.C(N(CC)CC)C. The catalyst is C(Cl)(Cl)Cl. The product is [CH2:28]([NH:34][C:2]([N:24]1[C:25]([CH3:27])=[CH:26][C:22]([O:21][C:11]2[C:12]([F:20])=[CH:13][C:14]([C:16]([F:19])([F:17])[F:18])=[CH:15][C:10]=2[Cl:9])=[N:23]1)=[O:3])[CH:29]1[O:33][CH2:32][CH2:31][CH2:30]1. The yield is 0.296. (2) The reactants are [F:1][C:2]1[CH:31]=[CH:30][C:5]([C:6](/[N:8]=[C:9]2\[NH:10][C:11]3[CH:27]=[CH:26][C:25]([CH2:28]O)=[CH:24][C:12]=3[N:13]\2[C@@H:14]2[CH2:19][CH2:18][C@H:17]([C:20]([O:22][CH3:23])=[O:21])[CH2:16][CH2:15]2)=[O:7])=[CH:4][CH:3]=1.S(Cl)(Cl)=O.[NH:36]1[CH2:41][CH2:40][CH:39]([C:42]([OH:45])([CH3:44])[CH3:43])[CH2:38][CH2:37]1. The catalyst is C(Cl)Cl. The product is [F:1][C:2]1[CH:31]=[CH:30][C:5]([C:6](/[N:8]=[C:9]2\[NH:10][C:11]3[CH:27]=[CH:26][C:25]([CH2:28][N:36]4[CH2:41][CH2:40][CH:39]([C:42]([OH:45])([CH3:44])[CH3:43])[CH2:38][CH2:37]4)=[CH:24][C:12]=3[N:13]\2[C@@H:14]2[CH2:19][CH2:18][C@H:17]([C:20]([O:22][CH3:23])=[O:21])[CH2:16][CH2:15]2)=[O:7])=[CH:4][CH:3]=1. The yield is 0.810. (3) No catalyst specified. The yield is 0.660. The reactants are [Br-:1].[Br:2][CH2:3][CH2:4][CH2:5][P+:6]([C:19]1[CH:24]=[CH:23][CH:22]=[CH:21][CH:20]=1)([C:13]1[CH:18]=[CH:17][CH:16]=[CH:15][CH:14]=1)[C:7]1[CH:12]=[CH:11][CH:10]=[CH:9][CH:8]=1.[CH3:25][NH2:26].C(O)C. The product is [BrH:2].[Br-:1].[CH3:25][NH:26][CH2:3][CH2:4][CH2:5][P+:6]([C:19]1[CH:24]=[CH:23][CH:22]=[CH:21][CH:20]=1)([C:13]1[CH:18]=[CH:17][CH:16]=[CH:15][CH:14]=1)[C:7]1[CH:12]=[CH:11][CH:10]=[CH:9][CH:8]=1. (4) The product is [Cl:27][C:24]1[CH:25]=[CH:26][C:21]([C@H:6]2[C@H:5]([OH:4])[C@@H:10]([OH:11])[C@H:9]([OH:15])[C@@H:8]([O:19][CH3:20])[O:7]2)=[CH:22][C:23]=1[CH2:28][C:29]1[CH:38]=[CH:37][C:32]2[O:33][CH2:34][CH2:35][O:36][C:31]=2[CH:30]=1. The catalyst is CO. The yield is 0.620. The reactants are C([O:4][C@@H:5]1[C@@H:10]([O:11]C(=O)C)[C@H:9]([O:15]C(=O)C)[C@@H:8]([O:19][CH3:20])[O:7][C@H:6]1[C:21]1[CH:26]=[CH:25][C:24]([Cl:27])=[C:23]([CH2:28][C:29]2[CH:38]=[CH:37][C:32]3[O:33][CH2:34][CH2:35][O:36][C:31]=3[CH:30]=2)[CH:22]=1)(=O)C.C[O-].[Na+]. (5) The reactants are C([O:3][C:4]([CH:6]1[CH2:11][CH2:10][N:9]([CH3:12])[CH2:8][CH2:7]1)=O)C.[H-].[H-].[H-].[H-].[Li+].[Al+3]. The catalyst is C1COCC1. The product is [CH3:12][N:9]1[CH2:10][CH2:11][CH:6]([CH2:4][OH:3])[CH2:7][CH2:8]1. The yield is 0.730.